Task: Predict the product of the given reaction.. Dataset: Forward reaction prediction with 1.9M reactions from USPTO patents (1976-2016) Given the reactants [CH:1]1[CH:10]=[C:9]2[C:11]([O:13][C:14](=[O:15])[C:7]3=[C:8]2[C:3](=[CH:4][C:5]([N+:16]([O-:18])=[O:17])=[CH:6]3)[CH:2]=1)=O.[NH2:19][C:20]1[CH:21]=[C:22]([CH:26]=[CH:27][C:28]=1[Cl:29])[C:23]([OH:25])=[O:24], predict the reaction product. The product is: [Cl:29][C:28]1[CH:27]=[CH:26][C:22]([C:23]([OH:25])=[O:24])=[CH:21][C:20]=1[N:19]1[C:14](=[O:15])[C:7]2[CH:6]=[C:5]([N+:16]([O-:18])=[O:17])[CH:4]=[C:3]3[C:8]=2[C:9](=[CH:10][CH:1]=[CH:2]3)[C:11]1=[O:13].